Dataset: Reaction yield outcomes from USPTO patents with 853,638 reactions. Task: Predict the reaction yield, written as a fraction of the theoretical maximum amount of product (1.0 means a 100% yield; for example, 0.34 means a 34% yield). (1) The reactants are [CH3:1][O:2][CH2:3][CH2:4][O:5][C:6]1[CH:7]=[C:8]([NH2:22])[C:9](=[CH:15][C:16]=1[O:17][CH2:18][CH2:19][O:20][CH3:21])[C:10](OCC)=[O:11].[CH:23]([O-])([O-])OC.C([O-])(=O)C.[NH4+:32]. The catalyst is CO. The product is [CH3:21][O:20][CH2:19][CH2:18][O:17][C:16]1[CH:15]=[C:9]2[C:8](=[CH:7][C:6]=1[O:5][CH2:4][CH2:3][O:2][CH3:1])[N:22]=[CH:23][NH:32][C:10]2=[O:11]. The yield is 0.910. (2) The reactants are C[O:2][C:3](=[O:40])[C:4]1[CH:9]=[CH:8][C:7]([N:10]([CH2:12][CH2:13][C:14]2[C:22]3[C:17](=[CH:18][CH:19]=[C:20]([Cl:23])[CH:21]=3)[N:16]([CH:24]([C:31]3[CH:36]=[CH:35][CH:34]=[CH:33][CH:32]=3)[C:25]3[CH:30]=[CH:29][CH:28]=[CH:27][CH:26]=3)[C:15]=2[CH2:37][CH2:38][NH2:39])[CH3:11])=[CH:6][CH:5]=1.[CH3:41][O:42][C:43]1[CH:48]=[CH:47][CH:46]=[CH:45][C:44]=1[S:49](Cl)(=[O:51])=[O:50]. No catalyst specified. The product is [CH:24]([N:16]1[C:17]2[C:22](=[CH:21][C:20]([Cl:23])=[CH:19][CH:18]=2)[C:14]([CH2:13][CH2:12][N:10]([CH3:11])[C:7]2[CH:6]=[CH:5][C:4]([C:3]([OH:2])=[O:40])=[CH:9][CH:8]=2)=[C:15]1[CH2:37][CH2:38][NH:39][S:49]([C:44]1[CH:45]=[CH:46][CH:47]=[CH:48][C:43]=1[O:42][CH3:41])(=[O:51])=[O:50])([C:25]1[CH:26]=[CH:27][CH:28]=[CH:29][CH:30]=1)[C:31]1[CH:32]=[CH:33][CH:34]=[CH:35][CH:36]=1. The yield is 0.950.